From a dataset of Catalyst prediction with 721,799 reactions and 888 catalyst types from USPTO. Predict which catalyst facilitates the given reaction. Reactant: [Cl:1][C:2]1[CH:3]=[CH:4][C:5]([NH:18][CH2:19][C:20]2[CH:25]=[CH:24][C:23]([O:26][CH3:27])=[CH:22][C:21]=2[O:28][CH3:29])=[C:6]([CH:8]([C:10]2[C:11]([O:16][CH3:17])=[N:12][CH:13]=[CH:14][CH:15]=2)[OH:9])[CH:7]=1.C(=O)([O-])O.[Na+].Cl/[C:36](=[CH:42]\[C:43]([O-])=[O:44])/[C:37]([O:39][CH2:40][CH3:41])=[O:38].O. Product: [Cl:1][C:2]1[CH:3]=[CH:4][C:5]([N:18]([CH2:19][C:20]2[CH:25]=[CH:24][C:23]([O:26][CH3:27])=[CH:22][C:21]=2[O:28][CH3:29])[C:43](=[O:44])/[CH:42]=[CH:36]\[C:37]([O:39][CH2:40][CH3:41])=[O:38])=[C:6]([CH:8]([OH:9])[C:10]2[C:11]([O:16][CH3:17])=[N:12][CH:13]=[CH:14][CH:15]=2)[CH:7]=1. The catalyst class is: 4.